This data is from Forward reaction prediction with 1.9M reactions from USPTO patents (1976-2016). The task is: Predict the product of the given reaction. (1) Given the reactants [O-]P([O-])([O-])=O.[K+].[K+].[K+].O1CCCCC1[N:15]1[C:19](B(O)O)=[CH:18][C:17]([C:23]([F:26])([F:25])[F:24])=[N:16]1.Br[C:28]1[C:29]([N:48]2[CH2:52][CH2:51][C@@H:50]([OH:53])[CH2:49]2)=[N:30][CH:31]=[C:32]([CH:47]=1)[C:33]([NH:35][C:36]1[CH:41]=[CH:40][C:39]([O:42][C:43]([Cl:46])([F:45])[F:44])=[CH:38][CH:37]=1)=[O:34].C(O)(C(F)(F)F)=O.C([O-])([O-])=O.[Na+].[Na+], predict the reaction product. The product is: [Cl:46][C:43]([F:44])([F:45])[O:42][C:39]1[CH:40]=[CH:41][C:36]([NH:35][C:33](=[O:34])[C:32]2[CH:47]=[C:28]([C:19]3[NH:15][N:16]=[C:17]([C:23]([F:24])([F:25])[F:26])[CH:18]=3)[C:29]([N:48]3[CH2:52][CH2:51][C@@H:50]([OH:53])[CH2:49]3)=[N:30][CH:31]=2)=[CH:37][CH:38]=1. (2) The product is: [NH2:1][CH:4]([CH:6]([OH:14])[CH:7]([CH2:12][CH3:13])[CH2:8][CH2:9][CH2:10][CH3:11])[CH3:5]. Given the reactants [N+:1]([CH:4]([CH:6]([OH:14])[CH:7]([CH2:12][CH3:13])[CH2:8][CH2:9][CH2:10][CH3:11])[CH3:5])([O-])=O.NO.NC(C(O)C(CC)CCCC)C, predict the reaction product.